Dataset: NCI-60 drug combinations with 297,098 pairs across 59 cell lines. Task: Regression. Given two drug SMILES strings and cell line genomic features, predict the synergy score measuring deviation from expected non-interaction effect. (1) Drug 1: CC1=C(N=C(N=C1N)C(CC(=O)N)NCC(C(=O)N)N)C(=O)NC(C(C2=CN=CN2)OC3C(C(C(C(O3)CO)O)O)OC4C(C(C(C(O4)CO)O)OC(=O)N)O)C(=O)NC(C)C(C(C)C(=O)NC(C(C)O)C(=O)NCCC5=NC(=CS5)C6=NC(=CS6)C(=O)NCCC[S+](C)C)O. Drug 2: C1CNP(=O)(OC1)N(CCCl)CCCl. Cell line: HT29. Synergy scores: CSS=1.26, Synergy_ZIP=-1.21, Synergy_Bliss=-2.97, Synergy_Loewe=-4.39, Synergy_HSA=-4.37. (2) Synergy scores: CSS=57.2, Synergy_ZIP=6.29, Synergy_Bliss=1.98, Synergy_Loewe=-9.48, Synergy_HSA=2.00. Drug 1: CC1=C2C(C(=O)C3(C(CC4C(C3C(C(C2(C)C)(CC1OC(=O)C(C(C5=CC=CC=C5)NC(=O)OC(C)(C)C)O)O)OC(=O)C6=CC=CC=C6)(CO4)OC(=O)C)OC)C)OC. Drug 2: CC1=C(C(=CC=C1)Cl)NC(=O)C2=CN=C(S2)NC3=CC(=NC(=N3)C)N4CCN(CC4)CCO. Cell line: HL-60(TB). (3) Drug 1: CC1=CC2C(CCC3(C2CCC3(C(=O)C)OC(=O)C)C)C4(C1=CC(=O)CC4)C. Drug 2: C1CCC(C(C1)N)N.C(=O)(C(=O)[O-])[O-].[Pt+4]. Cell line: HS 578T. Synergy scores: CSS=-5.95, Synergy_ZIP=1.83, Synergy_Bliss=-1.88, Synergy_Loewe=-9.34, Synergy_HSA=-7.72. (4) Drug 1: C1=C(C(=O)NC(=O)N1)N(CCCl)CCCl. Drug 2: CC1=C(C(CCC1)(C)C)C=CC(=CC=CC(=CC(=O)O)C)C. Cell line: LOX IMVI. Synergy scores: CSS=36.7, Synergy_ZIP=-12.8, Synergy_Bliss=-6.09, Synergy_Loewe=-3.15, Synergy_HSA=-2.57. (5) Drug 1: CC1C(C(CC(O1)OC2CC(CC3=C2C(=C4C(=C3O)C(=O)C5=C(C4=O)C(=CC=C5)OC)O)(C(=O)C)O)N)O.Cl. Drug 2: CC1=C2C(C(=O)C3(C(CC4C(C3C(C(C2(C)C)(CC1OC(=O)C(C(C5=CC=CC=C5)NC(=O)OC(C)(C)C)O)O)OC(=O)C6=CC=CC=C6)(CO4)OC(=O)C)O)C)O. Cell line: M14. Synergy scores: CSS=23.1, Synergy_ZIP=-3.74, Synergy_Bliss=1.46, Synergy_Loewe=-12.1, Synergy_HSA=1.66. (6) Drug 1: CN1CCC(CC1)COC2=C(C=C3C(=C2)N=CN=C3NC4=C(C=C(C=C4)Br)F)OC. Drug 2: CC12CCC(CC1=CCC3C2CCC4(C3CC=C4C5=CN=CC=C5)C)O. Cell line: HCT116. Synergy scores: CSS=5.68, Synergy_ZIP=-2.03, Synergy_Bliss=0.104, Synergy_Loewe=-1.16, Synergy_HSA=-1.27. (7) Drug 1: C1=C(C(=O)NC(=O)N1)N(CCCl)CCCl. Drug 2: C1=NC(=NC(=O)N1C2C(C(C(O2)CO)O)O)N. Cell line: SK-OV-3. Synergy scores: CSS=6.82, Synergy_ZIP=-4.04, Synergy_Bliss=-3.25, Synergy_Loewe=-4.11, Synergy_HSA=-4.00. (8) Drug 1: CCC1=C2CN3C(=CC4=C(C3=O)COC(=O)C4(CC)O)C2=NC5=C1C=C(C=C5)O. Drug 2: CC(C)(C#N)C1=CC(=CC(=C1)CN2C=NC=N2)C(C)(C)C#N. Cell line: HT29. Synergy scores: CSS=9.66, Synergy_ZIP=-1.97, Synergy_Bliss=-0.559, Synergy_Loewe=3.79, Synergy_HSA=1.77. (9) Drug 1: CC12CCC3C(C1CCC2=O)CC(=C)C4=CC(=O)C=CC34C. Drug 2: C(CCl)NC(=O)N(CCCl)N=O. Cell line: HCT-15. Synergy scores: CSS=45.9, Synergy_ZIP=0.185, Synergy_Bliss=0.273, Synergy_Loewe=-8.39, Synergy_HSA=0.401.